Dataset: Full USPTO retrosynthesis dataset with 1.9M reactions from patents (1976-2016). Task: Predict the reactants needed to synthesize the given product. (1) Given the product [S:17]([N:5]1[CH2:6][CH2:7][C:8]([NH:9][C:10](=[O:16])[O:11][C:12]([CH3:13])([CH3:14])[CH3:15])=[CH:2][C:3]2[CH:30]=[CH:29][CH:28]=[CH:27][C:4]1=2)([C:20]1[CH:21]=[CH:22][C:23]([CH3:24])=[CH:25][CH:26]=1)(=[O:18])=[O:19], predict the reactants needed to synthesize it. The reactants are: O[CH:2]1[CH:8]([NH:9][C:10](=[O:16])[O:11][C:12]([CH3:15])([CH3:14])[CH3:13])[CH2:7][CH2:6][N:5]([S:17]([C:20]2[CH:26]=[CH:25][C:23]([CH3:24])=[CH:22][CH:21]=2)(=[O:19])=[O:18])[C:4]2[CH:27]=[CH:28][CH:29]=[CH:30][C:3]1=2.N1C=CN=C1.C1(P(C2C=CC=CC=2)C2C=CC=CC=2)C=CC=CC=1.II. (2) Given the product [CH2:11]([NH:10][C:8]([C:7]1[CH:6]=[CH:5][C:4]([N:1]2[C:15]([CH:16]([CH3:18])[CH3:17])=[C:20]([C:21]([OH:23])=[O:22])[N:3]=[N:2]2)=[CH:14][CH:13]=1)=[O:9])[CH3:12], predict the reactants needed to synthesize it. The reactants are: [N:1]([C:4]1[CH:14]=[CH:13][C:7]([C:8]([NH:10][CH2:11][CH3:12])=[O:9])=[CH:6][CH:5]=1)=[N+:2]=[N-:3].[C:15]([CH2:20][C:21]([O:23]CC)=[O:22])(=O)[CH:16]([CH3:18])[CH3:17].[O-]CC.[Na+].O. (3) Given the product [CH2:1]([N:4]1[C:13](=[O:14])[C:12]2[C:11]3([CH2:10][CH2:9][CH2:17][CH2:18][CH2:19]3)[CH2:46][C:43]3[CH:44]=[CH:45][CH:40]=[CH:41][C:42]=3[C:7]=2[N:6]=[C:5]1[S:23][CH3:24])[CH:2]=[CH2:3], predict the reactants needed to synthesize it. The reactants are: [CH2:1]([N:4]1[C:13](=[O:14])[C:12]2[C:11](C)(C)[CH2:10][C:9]3[CH:17]=[C:18](OC)[CH:19]=CC=3[C:7]=2[N:6]=[C:5]1[S:23][CH2:24]COC)[CH:2]=[CH2:3].NC(N)=S.COCCOS([C:40]1[CH:45]=[CH:44][C:43]([CH3:46])=[CH:42][CH:41]=1)(=O)=O. (4) Given the product [Br:15][C:6]1[C:2]([CH3:1])=[N:3][O:4][C:5]=1[C:7]1([C:10]([O:12][CH2:13][CH3:14])=[O:11])[CH2:8][CH2:9]1, predict the reactants needed to synthesize it. The reactants are: [CH3:1][C:2]1[CH:6]=[C:5]([C:7]2([C:10]([O:12][CH2:13][CH3:14])=[O:11])[CH2:9][CH2:8]2)[O:4][N:3]=1.[Br:15]N1C(=O)CCC1=O.O. (5) Given the product [CH2:1]([C:3]1[CH:12]=[CH:11][C:6]2[N:7]([CH:24]([CH3:30])[C:25]([OH:27])=[O:26])[C:8](=[N:10][C:19](=[O:20])[C:16]3[CH:17]=[CH:18][C:13]([CH3:22])=[CH:14][CH:15]=3)[S:9][C:5]=2[CH:4]=1)[CH3:2], predict the reactants needed to synthesize it. The reactants are: [CH2:1]([C:3]1[CH:12]=[CH:11][C:6]2[N:7]=[C:8]([NH2:10])[S:9][C:5]=2[CH:4]=1)[CH3:2].[C:13]1([CH3:22])[CH:18]=[CH:17][C:16]([C:19](Cl)=[O:20])=[CH:15][CH:14]=1.Br[CH:24]([CH3:30])[C:25]([O:27]CC)=[O:26].COC1C=CC2N=C(N)SC=2C=1.ClC1C=C(C=CC=1)C(Cl)=O.BrCC(OCC)=O. (6) Given the product [CH2:38]([N+:25]([CH2:19][CH2:20][CH2:21][CH2:22][CH2:23][CH3:24])([CH2:26][CH2:27][CH2:28][CH2:29][CH2:30][CH3:31])[CH2:32][CH2:33][CH2:34][CH2:35][CH2:36][CH3:37])[CH2:39][CH2:40][CH2:41][CH2:42][CH3:43].[F:17][C:2]([F:1])([S:13]([O-:16])(=[O:15])=[O:14])[C:3]([F:11])([F:12])[C:4]([F:10])([F:9])[C:5]([F:8])([F:7])[F:6], predict the reactants needed to synthesize it. The reactants are: [F:1][C:2]([F:17])([S:13]([OH:16])(=[O:15])=[O:14])[C:3]([F:12])([F:11])[C:4]([F:10])([F:9])[C:5]([F:8])([F:7])[F:6].[OH-].[CH2:19]([N+:25]([CH2:38][CH2:39][CH2:40][CH2:41][CH2:42][CH3:43])([CH2:32][CH2:33][CH2:34][CH2:35][CH2:36][CH3:37])[CH2:26][CH2:27][CH2:28][CH2:29][CH2:30][CH3:31])[CH2:20][CH2:21][CH2:22][CH2:23][CH3:24].